From a dataset of Full USPTO retrosynthesis dataset with 1.9M reactions from patents (1976-2016). Predict the reactants needed to synthesize the given product. Given the product [CH2:12]=[CH:8][C:3]1[CH:4]=[CH:5][CH:6]=[CH:1][CH:2]=1.[CH2:17]=[CH:12][CH:13]=[CH2:14].[CH2:1]=[CH:2][C:12]1[CH:17]=[CH:16][CH:15]=[CH:14][CH:13]=1, predict the reactants needed to synthesize it. The reactants are: [CH:1]1[CH:6]=[C:5](Cl)[CH:4]=[C:3]([C:8](OO)=O)[CH:2]=1.[CH2:12]1[CH2:17][CH2:16][CH2:15][CH2:14][CH2:13]1.